This data is from Forward reaction prediction with 1.9M reactions from USPTO patents (1976-2016). The task is: Predict the product of the given reaction. (1) The product is: [Cl:1][C:2]1[C:14]2[C:13](=[O:23])[CH2:12][C@@:11]3([CH3:15])[C@H:7]([CH2:8][N:9]([C:16]([O:18][CH2:19][CH3:20])=[O:17])[CH2:10]3)[C:6]=2[CH:5]=[CH:4][CH:3]=1. Given the reactants [Cl:1][C:2]1[C:14]2[CH2:13][CH2:12][C@@:11]3([CH3:15])[C@H:7]([CH2:8][N:9]([C:16]([O:18][CH2:19][CH3:20])=[O:17])[CH2:10]3)[C:6]=2[CH:5]=[CH:4][CH:3]=1.C(O)(=[O:23])C.[O-2].[Ce+4].[O-2].Br([O-])(=O)=O.[Na+], predict the reaction product. (2) Given the reactants [NH2:1][C@@H:2]([C:66]([CH3:69])([CH3:68])[CH3:67])[C:3]([N:5]1[C@H:9]([C:10](=[O:22])[NH:11][C@H:12]2[C:21]3[C:16](=[CH:17][CH:18]=[CH:19][CH:20]=3)[CH2:15][CH2:14][CH2:13]2)[CH2:8][C@H:7]([C:23]2[CH:32]=[C:31]3[C:26]([CH2:27][C@@H:28]([C:53](=[O:65])[NH:54][C@H:55]4[C:64]5[C:59](=[CH:60][CH:61]=[CH:62][CH:63]=5)[CH2:58][CH2:57][CH2:56]4)[N:29]([C:33](=[O:52])[C@@H:34]([NH:44]C(OC(C)(C)C)=O)[C:35]([S:38][CH2:39][C:40]([O:42][CH3:43])=[O:41])([CH3:37])[CH3:36])[CH2:30]3)=[CH:25][CH:24]=2)[CH2:6]1)=[O:4].C(O)(C(F)(F)F)=O, predict the reaction product. The product is: [NH2:44][C@H:34]([C:33]([N:29]1[C@H:28]([C:53](=[O:65])[NH:54][C@H:55]2[C:64]3[C:59](=[CH:60][CH:61]=[CH:62][CH:63]=3)[CH2:58][CH2:57][CH2:56]2)[CH2:27][C:26]2[C:31](=[CH:32][C:23]([C@H:7]3[CH2:8][C@@H:9]([C:10](=[O:22])[NH:11][C@H:12]4[C:21]5[C:16](=[CH:17][CH:18]=[CH:19][CH:20]=5)[CH2:15][CH2:14][CH2:13]4)[N:5]([C:3](=[O:4])[C@@H:2]([NH2:1])[C:66]([CH3:69])([CH3:68])[CH3:67])[CH2:6]3)=[CH:24][CH:25]=2)[CH2:30]1)=[O:52])[C:35]([S:38][CH2:39][C:40]([O:42][CH3:43])=[O:41])([CH3:37])[CH3:36]. (3) Given the reactants [N:1]1[N:2]=[C:3]([NH:6][CH:7]2[CH2:10][CH:9]([C:11]([O:13][CH2:14][CH3:15])=[O:12])[CH2:8]2)[NH:4][CH:5]=1.[C:16]([C:18]1[CH:23]=[CH:22][CH:21]=[CH:20][C:19]=1[C:24]1[CH:29]=[CH:28][C:27]([CH2:30][CH:31]([C:37](=O)[CH2:38][CH2:39][CH3:40])[C:32](OCC)=[O:33])=[C:26]([F:42])[CH:25]=1)#[N:17].C(N(CC)C1C=CC=CC=1)C.Cl, predict the reaction product. The product is: [C:16]([C:18]1[CH:23]=[CH:22][CH:21]=[CH:20][C:19]=1[C:24]1[CH:29]=[CH:28][C:27]([CH2:30][C:31]2[C:32](=[O:33])[N:6]([CH:7]3[CH2:8][CH:9]([C:11]([O:13][CH2:14][CH3:15])=[O:12])[CH2:10]3)[C:3]3[N:2]([N:1]=[CH:5][N:4]=3)[C:37]=2[CH2:38][CH2:39][CH3:40])=[C:26]([F:42])[CH:25]=1)#[N:17]. (4) Given the reactants [OH:1][C:2]12[CH2:11][CH:6]3[CH2:7][CH:8]([CH2:10][C:4]([C:12](O)=[O:13])([CH2:5]3)[CH2:3]1)[CH2:9]2.[S:15]1[CH:19]=[CH:18][CH:17]=[C:16]1[CH2:20][NH2:21].C(N(CC)CC)C.CCN=C=NCCCN(C)C, predict the reaction product. The product is: [S:15]1[CH:19]=[CH:18][CH:17]=[C:16]1[CH2:20][NH:21][C:12]([C:4]12[CH2:5][CH:6]3[CH2:7][CH:8]([CH2:9][C:2]([OH:1])([CH2:11]3)[CH2:3]1)[CH2:10]2)=[O:13]. (5) Given the reactants [CH2:1]([O:3][C:4](=[O:24])[CH:5]([NH:8][C:9]1[CH:14]=[C:13]([NH:15][C:16]([O:18][C:19]([CH3:22])([CH3:21])[CH3:20])=[O:17])[CH:12]=[C:11]([Cl:23])[N:10]=1)OC)[CH3:2].S([CH2:35][N+:36]#[C-:37])(C1C=CC(C)=CC=1)(=O)=O.C([O-])([O-])=O.[K+].[K+].O, predict the reaction product. The product is: [CH2:1]([O:3][C:4]([C:5]1[N:8]([C:9]2[CH:14]=[C:13]([NH:15][C:16]([O:18][C:19]([CH3:20])([CH3:21])[CH3:22])=[O:17])[CH:12]=[C:11]([Cl:23])[N:10]=2)[CH:35]=[N:36][CH:37]=1)=[O:24])[CH3:2].